From a dataset of Drug-target binding data from BindingDB using Ki measurements. Regression. Given a target protein amino acid sequence and a drug SMILES string, predict the binding affinity score between them. We predict pKi (pKi = -log10(Ki in M); higher means stronger inhibition). Dataset: bindingdb_ki. (1) The drug is CN1C[C@H](CNC(=O)OCc2ccccc2)C[C@@H]2c3cccc4c3c(cn4C)C[C@H]21. The target protein sequence is MNITNCTTEASMAIRPKTITEKMLICMTLVVITTLTTLLNLAVIMAIGTTKKLHQPANYLICSLAVTDLLVAVLVMPLSIIYIVMDRWKLGYFLCEVWLSVDMTCCTCSILHLCVIALDRYWAITNAIEYARKRTAKRAALMILTVWTISIFISMPPLFWRSHRRLSPPPSQCTIQHDHVIYTIYSTLGAFYIPLTLILILYYRIYHAAKSLYQKRGSSRHLSNRSTDSQNSFASCKLTQTFCVSDFSTSDPTTEFEKFHASIRIPPFDNDLDHPGERQQISSTRERKAARILGLILGAFILSWLPFFIKELIVGLSIYTVSSEVADFLTWLGYVNSLINPLLYTSFNEDFKLAFKKLIRCREHT. The pKi is 6.1. (2) The small molecule is Cl.O=C(O)[C@@H]1C[C@@H](Cc2ccc(F)cc2)CN1. The pKi is 3.7. The target protein sequence is MAVDPPKADPKGVVAVDPTANCGSGLKSREDQGAKAGGCCSSRDQVCRCLRANLLVLLTVAAAVAGVVLGLGVSAAGGAEALGHARFTAFAFPGELLLRLLEMIILPLVVCSLIGGAASLDPSALGRLGAWALLFFLVTTLLSSALGVALALALKPGAAFAAINSSVVDSSVHRAPTKEVLDSFLELLRNMFPSNLVSASAAFRIPCGACPQRSNATMDQPHCEMKMNILGLVVFAIVFGVALRKLGPEGELLIRFFNSFNDATMVLVSWIMWYAPIGILFLVAGKIVEMKDIRQLFIGLGKYIVCCLLGHAIHGLLVLPLIYFLFTRKNPYRFLWGIVTPLATAFGTSSSSATLPLMMKCVEEKNGVAKHISRFILPIGATVNMDGAALFQCVAAVFIAQLNGMSLDFVKIITILVTATASSVGAAGIPAGGVLTLAIILEAISLPVKDISLILAVDWLVDRSCTVLNVEGDAFGAGLLQSYVDRTKMPSSEPELIQVK.... (3) The compound is O[C@H]1CN[C@H](CNC2CCc3ccccc32)[C@H]1O. The target protein sequence is MARGSRSVGSSSSKWRYCNPSYYLKRPKRLALLFIVFVCVSFVFWDRQTLVREHQVEISELQKEVTDLKNLVDDLNNKQGGTSGKTDLGRKATKSSKDVLDDPIDIERREKVKEAMLHAWGSYEKYAWGQDELQPQSKNGVNSFGGLGATLIDSLDTLYIMGLNEQFQKAREWVANSLDFNKDYEASVFETTIRVVGGLLSAYDLSGDKVFLDKAIEIADRLLPAWNTPTGIPYNIINLSHGRAHNPSWTGGESILADSGTEQLEFIVLSQRTGDLKYQQKVENVIAQLNKTFPDDGLLPIYINPHSGAAGYSPITFGAMGDSFYEYLLKVWIQGNKTSSIKHYRDMWEKSMKGLSSLIRRSTPSSFTYICEKNGGSLTDKMDELACFAPGMIALGSFGYSAADDSQKFLSLAEELAWTCYNFYQSTPTKLAGENYFFHSGQDMSVGTSWNILRPETVESLFYLWRLTGNKTYQEWGWNIFQAFEKNSRIESGYVGLKDV.... The pKi is 5.6.